Dataset: Full USPTO retrosynthesis dataset with 1.9M reactions from patents (1976-2016). Task: Predict the reactants needed to synthesize the given product. (1) Given the product [CH3:1][O:2][C:3]1[CH:8]=[CH:7][CH:6]=[CH:5][C:4]=1[C:9]1[C:17]2[C:16]([NH:18][C@H:19]([C:21]3[N:26]([C:27]4[CH:28]=[CH:29][CH:30]=[CH:31][CH:32]=4)[C:25](=[O:33])[C:24]4=[C:34]([CH3:37])[CH:35]=[CH:36][N:23]4[N:22]=3)[CH3:20])=[N:15][CH:14]=[N:13][C:12]=2[NH:11][CH:10]=1, predict the reactants needed to synthesize it. The reactants are: [CH3:1][O:2][C:3]1[CH:8]=[CH:7][CH:6]=[CH:5][C:4]=1[C:9]1[C:17]2[C:16]([NH:18][C@H:19]([C:21]3[N:26]([C:27]4[CH:32]=[CH:31][CH:30]=[CH:29][CH:28]=4)[C:25](=[O:33])[C:24]4=[C:34]([CH3:37])[CH:35]=[CH:36][N:23]4[N:22]=3)[CH3:20])=[N:15][CH:14]=[N:13][C:12]=2[N:11](COCC[Si](C)(C)C)[CH:10]=1.FC(F)(F)C(O)=O.N. (2) Given the product [CH3:1][O:2][C:3]1[N:8]=[C:7]([O:9][CH:10]2[CH2:27][CH:26]3[CH:12]([C:13](=[O:33])[N:14]([CH3:32])[CH2:15][CH2:16][CH2:17][CH2:18][CH:19]=[CH:20][CH:21]4[C:23]([C:29]([NH:42][S:39]([CH:36]5[CH2:38][CH2:37]5)(=[O:41])=[O:40])=[O:30])([NH:24][C:25]3=[O:28])[CH2:22]4)[CH2:11]2)[CH:6]=[C:5]([O:34][CH3:35])[N:4]=1, predict the reactants needed to synthesize it. The reactants are: [CH3:1][O:2][C:3]1[N:8]=[C:7]([O:9][CH:10]2[CH2:27][CH:26]3[CH:12]([C:13](=[O:33])[N:14]([CH3:32])[CH2:15][CH2:16][CH2:17][CH2:18][CH:19]=[CH:20][CH:21]4[C:23]([C:29](O)=[O:30])([NH:24][C:25]3=[O:28])[CH2:22]4)[CH2:11]2)[CH:6]=[C:5]([O:34][CH3:35])[N:4]=1.[CH:36]1([S:39]([NH2:42])(=[O:41])=[O:40])[CH2:38][CH2:37]1.CCN=C=NCCCN(C)C.C1CCN2C(=NCCC2)CC1.